Dataset: Full USPTO retrosynthesis dataset with 1.9M reactions from patents (1976-2016). Task: Predict the reactants needed to synthesize the given product. (1) Given the product [N+:40]([C:35]1[CH:36]=[CH:37][CH:38]=[CH:39][C:34]=1[OH:22])([O-:42])=[O:41], predict the reactants needed to synthesize it. The reactants are: [C@@H]1(O[C@H](CO)[C@H](O)[C@@H](O)C=O)O[C@H](CO)[C@H](O)[C@H](O)[C@H]1O.[O:22]([C:34]1[CH:39]=[CH:38][CH:37]=[CH:36][C:35]=1[N+:40]([O-:42])=[O:41])[C@@H]1O[C@H](CO)[C@H](O)[C@H](O)[C@H]1O.O=C[C@@H]([C@H]([C@@H](CO)O)O)O.OP([O-])(O)=O.[K+].OP([O-])([O-])=O.[K+].[K+].[Mg+2].[Cl-].[Cl-].SC(O)C. (2) Given the product [N:14]1([CH2:19][C:20]2[CH:21]=[CH:22][C:23]([C:2]3[CH:3]=[CH:4][C:5]4[C:10](=[CH:9][CH:8]=[CH:7][CH:6]=4)[CH:1]=3)=[N:24][CH:25]=2)[CH:18]=[CH:17][N:16]=[CH:15]1, predict the reactants needed to synthesize it. The reactants are: [CH:1]1[C:10]2[C:5](=[CH:6][CH:7]=[CH:8][CH:9]=2)[CH:4]=[CH:3][C:2]=1B(O)O.[N:14]1([CH2:19][C:20]2[CH:21]=[CH:22][C:23](Br)=[N:24][CH:25]=2)[CH:18]=[CH:17][N:16]=[CH:15]1.